Dataset: Reaction yield outcomes from USPTO patents with 853,638 reactions. Task: Predict the reaction yield, written as a fraction of the theoretical maximum amount of product (1.0 means a 100% yield; for example, 0.34 means a 34% yield). (1) The reactants are [CH2:1]([O:8][C:9]1[CH:14]=[C:13](Br)[CH:12]=[CH:11][C:10]=1[C:16]([CH3:19])([CH3:18])[CH3:17])[C:2]1[CH:7]=[CH:6][CH:5]=[CH:4][CH:3]=1.[CH3:20][C:21]1([CH3:37])[C:25]([CH3:27])([CH3:26])[O:24][B:23]([B:23]2[O:24][C:25]([CH3:27])([CH3:26])[C:21]([CH3:37])([CH3:20])[O:22]2)[O:22]1.CC([O-])=O.[K+].N#N.C1(P(C2CCCCC2)C2CCCCC2)CCCCC1. The catalyst is O1CCOCC1. The product is [CH2:1]([O:8][C:9]1[CH:14]=[C:13]([B:23]2[O:24][C:25]([CH3:27])([CH3:26])[C:21]([CH3:37])([CH3:20])[O:22]2)[CH:12]=[CH:11][C:10]=1[C:16]([CH3:19])([CH3:18])[CH3:17])[C:2]1[CH:7]=[CH:6][CH:5]=[CH:4][CH:3]=1. The yield is 0.240. (2) The reactants are Br.[NH2:2][C:3]1[C:4]([OH:18])=[C:5]([C:10]2[O:14][C:13]([C:15]([OH:17])=[O:16])=[CH:12][CH:11]=2)[CH:6]=[C:7]([CH3:9])[CH:8]=1.[N:19]([O-])=O.[Na+].[CH3:23][C:24]1[CH2:25][C:26](=[O:39])[N:27]([C:29]2[CH:38]=[CH:37][C:36]3[CH2:35][CH2:34][CH2:33][CH2:32][C:31]=3[CH:30]=2)[N:28]=1.C(=O)(O)[O-].[Na+]. The catalyst is Cl.C(O)C. The product is [OH:18][C:4]1[C:3]([NH:2][N:19]=[C:25]2[C:26](=[O:39])[N:27]([C:29]3[CH:38]=[CH:37][C:36]4[CH2:35][CH2:34][CH2:33][CH2:32][C:31]=4[CH:30]=3)[N:28]=[C:24]2[CH3:23])=[CH:8][C:7]([CH3:9])=[CH:6][C:5]=1[C:10]1[O:14][C:13]([C:15]([OH:17])=[O:16])=[CH:12][CH:11]=1. The yield is 0.348. (3) The reactants are CO[CH:3](OC)[N:4]([CH3:6])[CH3:5].[CH3:9][O:10][CH:11]([O:15][CH3:16])[C:12](=[O:14])[CH3:13]. No catalyst specified. The product is [CH3:3][N:4]([CH3:6])/[CH:5]=[CH:13]/[C:12](=[O:14])[CH:11]([O:15][CH3:16])[O:10][CH3:9]. The yield is 0.910. (4) The reactants are [CH2:1](O)[CH:2]([OH:6])[CH2:3][CH2:4][OH:5].C[O:9][C:10](OC)([CH3:12])[CH3:11].C1(C)C=CC(S(O)(=O)=O)=CC=1. The catalyst is ClCCl. The product is [CH3:11][C:10]1([CH3:12])[O:9][CH:3]([CH:2]([OH:6])[CH3:1])[CH2:4][O:5]1. The yield is 0.967.